From a dataset of Forward reaction prediction with 1.9M reactions from USPTO patents (1976-2016). Predict the product of the given reaction. (1) The product is: [Br:1][C:2]1[N:3]([C@@H:4]2[O:12][C@H:9]([CH2:10][OH:11])[C@@H:7]([OH:8])[C@H:5]2[OH:6])[C:13]2[C:18]([N:19]=1)=[C:17]([NH:20][CH2:22][CH:23]=[C:24]([CH3:26])[CH3:25])[N:16]=[CH:15][N:14]=2. Given the reactants [Br:1][C:2]1[N:3]([C:13]2[N:14]=[CH:15][N:16]=[C:17]([NH2:20])[C:18]=2[N:19]=1)[C@@H:4]1[O:12][C@H:9]([CH2:10][OH:11])[C@@H:7]([OH:8])[C@H:5]1[OH:6].Br[CH2:22][CH:23]=[C:24]([CH3:26])[CH3:25], predict the reaction product. (2) Given the reactants [CH:1]([O:4][C:5]1[CH:10]=[CH:9][C:8]([S:11]([NH2:14])(=[O:13])=[O:12])=[CH:7][C:6]=1[NH:15][C:16]([NH2:18])=[S:17])([CH3:3])[CH3:2].Br[CH:20]([CH3:30])[C:21]([C:23]1[S:27][C:26]([CH3:28])=[N:25][C:24]=1[CH3:29])=O, predict the reaction product. The product is: [CH:1]([O:4][C:5]1[CH:10]=[CH:9][C:8]([S:11]([NH2:14])(=[O:12])=[O:13])=[CH:7][C:6]=1[NH:15][C:16]1[S:17][C:20]([CH3:30])=[C:21]([C:23]2[S:27][C:26]([CH3:28])=[N:25][C:24]=2[CH3:29])[N:18]=1)([CH3:3])[CH3:2]. (3) Given the reactants [OH-].[Na+].[C:3]([O:7][C:8]([NH:10][CH:11]([CH2:16][C:17]1[CH:22]=[CH:21][C:20]([O:23][CH3:24])=[CH:19][C:18]=1[OH:25])[C:12]([O:14]C)=[O:13])=[O:9])([CH3:6])([CH3:5])[CH3:4].Cl, predict the reaction product. The product is: [C:3]([O:7][C:8]([NH:10][CH:11]([CH2:16][C:17]1[CH:22]=[CH:21][C:20]([O:23][CH3:24])=[CH:19][C:18]=1[OH:25])[C:12]([OH:14])=[O:13])=[O:9])([CH3:5])([CH3:6])[CH3:4].